From a dataset of Reaction yield outcomes from USPTO patents with 853,638 reactions. Predict the reaction yield, written as a fraction of the theoretical maximum amount of product (1.0 means a 100% yield; for example, 0.34 means a 34% yield). The reactants are Br[C:2]1[CH:11]=[C:10]2[C:5]([CH:6]=[CH:7][C:8]([C:12]3[N:16]4[CH:17]=[C:18]([CH:21]([N:26]5[CH2:30][CH2:29][C@H:28]([NH:31][C:32](=[O:38])[O:33][C:34]([CH3:37])([CH3:36])[CH3:35])[CH2:27]5)[C:22]([F:25])([F:24])[F:23])[CH:19]=[CH:20][C:15]4=[N:14][N:13]=3)=[N:9]2)=[CH:4][CH:3]=1.[CH3:39][N:40]1[CH:44]=[C:43](B2OC(C)(C)C(C)(C)O2)[CH:42]=[N:41]1.C(N(CC)CC)C. The catalyst is CC(O)C.C1C=CC(P(C2C=CC=CC=2)[C-]2C=CC=C2)=CC=1.C1C=CC(P(C2C=CC=CC=2)[C-]2C=CC=C2)=CC=1.Cl[Pd]Cl.[Fe+2]. The product is [F:23][C:22]([F:24])([F:25])[CH:21]([N:26]1[CH2:30][CH2:29][C@H:28]([NH:31][C:32](=[O:38])[O:33][C:34]([CH3:37])([CH3:36])[CH3:35])[CH2:27]1)[C:18]1[CH:19]=[CH:20][C:15]2[N:16]([C:12]([C:8]3[CH:7]=[CH:6][C:5]4[C:10](=[CH:11][C:2]([C:43]5[CH:42]=[N:41][N:40]([CH3:39])[CH:44]=5)=[CH:3][CH:4]=4)[N:9]=3)=[N:13][N:14]=2)[CH:17]=1. The yield is 0.832.